Dataset: Forward reaction prediction with 1.9M reactions from USPTO patents (1976-2016). Task: Predict the product of the given reaction. (1) Given the reactants [F:1][C:2]1[CH:3]=[C:4]([CH2:11][CH2:12][CH2:13][CH2:14][C:15]([O:17][CH3:18])=[O:16])[CH:5]=[C:6]([N+:8]([O-])=O)[CH:7]=1, predict the reaction product. The product is: [NH2:8][C:6]1[CH:5]=[C:4]([CH2:11][CH2:12][CH2:13][CH2:14][C:15]([O:17][CH3:18])=[O:16])[CH:3]=[C:2]([F:1])[CH:7]=1. (2) Given the reactants [O:1]=[C:2]1[C:10]2[C:5](=[CH:6][CH:7]=[CH:8][CH:9]=2)[C:4](=[O:11])[N:3]1[CH:12]1[CH2:17][CH2:16][C:15]([CH3:23])([C:18]([O:20]CC)=[O:19])[CH2:14][CH2:13]1.Cl, predict the reaction product. The product is: [O:1]=[C:2]1[C:10]2[C:5](=[CH:6][CH:7]=[CH:8][CH:9]=2)[C:4](=[O:11])[N:3]1[CH:12]1[CH2:17][CH2:16][C:15]([CH3:23])([C:18]([OH:20])=[O:19])[CH2:14][CH2:13]1. (3) The product is: [ClH:41].[C:8]([N:12]1[CH2:13][C@@H:29]([C:23]2[CH:24]=[CH:25][C:26]([F:28])=[CH:27][C:22]=2[F:21])[C@H:30]([C:31]([OH:33])=[O:32])[CH2:18]1)([CH3:9])([CH3:10])[CH3:11]. Given the reactants FC(F)(F)C(O)=O.[C:8]([N:12]([CH2:18]OC)[CH2:13][Si](C)(C)C)([CH3:11])([CH3:10])[CH3:9].[F:21][C:22]1[CH:27]=[C:26]([F:28])[CH:25]=[CH:24][C:23]=1/[CH:29]=[CH:30]/[C:31]([O:33]C)=[O:32].C(=O)(O)[O-].[Na+].C(Cl)[Cl:41], predict the reaction product. (4) Given the reactants [CH2:1]([C:3]1[N:13]([C:14]2[CH:19]=[CH:18][C:17]([CH2:20][CH2:21][NH:22][C:23](=[O:31])OC3C=CC=CC=3)=[CH:16][CH:15]=2)[C:6]2=[N:7][C:8]([CH3:12])=[CH:9][C:10]([CH3:11])=[C:5]2[N:4]=1)[CH3:2].[S:32]1[CH:36]=[CH:35][CH:34]=[C:33]1[S:37]([NH2:40])(=[O:39])=[O:38], predict the reaction product. The product is: [CH2:1]([C:3]1[N:13]([C:14]2[CH:19]=[CH:18][C:17]([CH2:20][CH2:21][NH:22][C:23]([NH:40][S:37]([C:33]3[S:32][CH:36]=[CH:35][CH:34]=3)(=[O:39])=[O:38])=[O:31])=[CH:16][CH:15]=2)[C:6]2=[N:7][C:8]([CH3:12])=[CH:9][C:10]([CH3:11])=[C:5]2[N:4]=1)[CH3:2]. (5) Given the reactants [H-].[Na+].[NH:3]1[CH:7]=[CH:6][N:5]=[CH:4]1.Br[CH:9]([CH3:15])[C:10]([O:12][CH2:13][CH3:14])=[O:11], predict the reaction product. The product is: [N:3]1([CH:9]([CH3:15])[C:10]([O:12][CH2:13][CH3:14])=[O:11])[CH:7]=[CH:6][N:5]=[CH:4]1. (6) Given the reactants C(N(CC)CC)C.[CH3:8][C:9]1[CH:15]=[CH:14][C:12]([NH2:13])=[CH:11][C:10]=1[N+:16]([O-:18])=[O:17].[Cl:19][C:20]1[CH:25]=[C:24]([C:26](Cl)=[O:27])[CH:23]=[CH:22][N:21]=1, predict the reaction product. The product is: [Cl:19][C:20]1[CH:25]=[C:24]([C:26]([NH:13][C:12]2[CH:14]=[CH:15][C:9]([CH3:8])=[C:10]([N+:16]([O-:18])=[O:17])[CH:11]=2)=[O:27])[CH:23]=[CH:22][N:21]=1. (7) The product is: [N:49]1[CH:50]=[CH:51][C:46]([NH:45][C:6](=[O:7])[N:8]([CH3:12])[CH2:9][CH2:10][CH2:30][O:29][C:17]2[CH:18]=[CH:19][C:20]3[C:21]([C:25]([F:27])([F:28])[F:26])=[N:22][O:23][C:24]=3[C:16]=2[CH2:13][CH2:14][CH3:15])=[N:47][CH:48]=1. Given the reactants C1N=CN([C:6]([N:8]2[CH:12]=N[CH:10]=[CH:9]2)=[O:7])C=1.[CH2:13]([C:16]1[C:24]2[O:23][N:22]=[C:21]([C:25]([F:28])([F:27])[F:26])[C:20]=2[CH:19]=[CH:18][C:17]=1[O:29][CH2:30]CCNC)[CH2:14][CH3:15].[Li+].C[Si]([N-][Si](C)(C)C)(C)C.[NH2:45][C:46]1[CH:51]=[CH:50][N:49]=[CH:48][N:47]=1.[NH4+].[Cl-], predict the reaction product.